This data is from Peptide-MHC class II binding affinity with 134,281 pairs from IEDB. The task is: Regression. Given a peptide amino acid sequence and an MHC pseudo amino acid sequence, predict their binding affinity value. This is MHC class II binding data. (1) The peptide sequence is PQPELPYPQPQLPY. The MHC is DRB1_0404 with pseudo-sequence DRB1_0404. The binding affinity (normalized) is 0. (2) The peptide sequence is VPIYEGYALPHAILR. The MHC is H-2-IAb with pseudo-sequence H-2-IAb. The binding affinity (normalized) is 0.149. (3) The peptide sequence is AALLVVAVGLRV. The MHC is DRB1_0101 with pseudo-sequence DRB1_0101. The binding affinity (normalized) is 0.742. (4) The peptide sequence is EREKSAAIDGEYRLK. The MHC is DRB1_0405 with pseudo-sequence DRB1_0405. The binding affinity (normalized) is 0. (5) The peptide sequence is LPAIVREAIKRRLRT. The MHC is DRB1_0405 with pseudo-sequence DRB1_0405. The binding affinity (normalized) is 0.307. (6) The peptide sequence is YEAFVLHFSEALHII. The MHC is HLA-DQA10102-DQB10502 with pseudo-sequence HLA-DQA10102-DQB10502. The binding affinity (normalized) is 0.684. (7) The peptide sequence is KLPINALSNSLLRHH. The MHC is DRB1_0701 with pseudo-sequence DRB1_0701. The binding affinity (normalized) is 0.